From a dataset of Full USPTO retrosynthesis dataset with 1.9M reactions from patents (1976-2016). Predict the reactants needed to synthesize the given product. (1) Given the product [C:14]([C:9]1[O:5][C:6]([C:10]([O:12][CH3:13])=[O:11])=[CH:7][CH:8]=1)([CH3:17])([CH3:16])[CH3:15], predict the reactants needed to synthesize it. The reactants are: [Al+3].[Cl-].[Cl-].[Cl-].[O:5]1[CH:9]=[CH:8][CH:7]=[C:6]1[C:10]([O:12][CH3:13])=[O:11].[C:14](Br)([CH3:17])([CH3:16])[CH3:15].Cl. (2) Given the product [C:1]([O:5][C:6]([NH:8][C@H:9]([CH2:27][CH:28]1[CH2:29][CH2:30][CH2:31][CH2:32][CH2:33]1)[CH:10]([OH:26])[C:11]([NH:13][O:14][CH2:15][C:16]([OH:18])=[O:17])=[O:12])=[O:7])([CH3:4])([CH3:2])[CH3:3], predict the reactants needed to synthesize it. The reactants are: [C:1]([O:5][C:6]([NH:8][C@H:9]([CH2:27][CH:28]1[CH2:33][CH2:32][CH2:31][CH2:30][CH2:29]1)[CH:10]([OH:26])[C:11]([NH:13][O:14][CH2:15][C:16]([O:18]CC1C=CC=CC=1)=[O:17])=[O:12])=[O:7])([CH3:4])([CH3:3])[CH3:2]. (3) Given the product [CH:2]([C@@H:3]1[CH2:5][C@:4]1([CH2:12][N:13]([CH3:21])[C:14](=[O:20])[O:15][C:16]([CH3:17])([CH3:18])[CH3:19])[C:6]1[CH:7]=[CH:8][CH:9]=[CH:10][CH:11]=1)=[O:1], predict the reactants needed to synthesize it. The reactants are: [OH:1][CH2:2][C@@H:3]1[CH2:5][C@:4]1([CH2:12][N:13]([CH3:21])[C:14](=[O:20])[O:15][C:16]([CH3:19])([CH3:18])[CH3:17])[C:6]1[CH:11]=[CH:10][CH:9]=[CH:8][CH:7]=1.CC(OI1(OC(C)=O)(OC(C)=O)OC(=O)C2C=CC=CC1=2)=O.[OH-].[Na+].